This data is from Catalyst prediction with 721,799 reactions and 888 catalyst types from USPTO. The task is: Predict which catalyst facilitates the given reaction. (1) Reactant: [C:1]([C:4]1[CH:29]=[CH:28][C:7]([O:8][C:9]2[CH:18]=[C:17]3[C:12]([CH:13]([C:19]([O:21][C:22]([CH3:25])([CH3:24])[CH3:23])=[O:20])[CH2:14][CH2:15][O:16]3)=[CH:11][C:10]=2[C:26]#[N:27])=[CH:6][CH:5]=1)(=[O:3])[NH2:2].Cl[C:31]1[CH:36]=[CH:35][C:34]([Cl:37])=[CH:33][N:32]=1.CC(C1C=C(C(C)C)C(C2C=CC=CC=2P(C2CCCCC2)C2CCCCC2)=C(C(C)C)C=1)C.C(=O)([O-])[O-].[Cs+].[Cs+]. Product: [Cl:37][C:34]1[CH:35]=[CH:36][C:31]([NH:2][C:1]([C:4]2[CH:5]=[CH:6][C:7]([O:8][C:9]3[CH:18]=[C:17]4[C:12]([CH:13]([C:19]([O:21][C:22]([CH3:23])([CH3:24])[CH3:25])=[O:20])[CH2:14][CH2:15][O:16]4)=[CH:11][C:10]=3[C:26]#[N:27])=[CH:28][CH:29]=2)=[O:3])=[N:32][CH:33]=1. The catalyst class is: 160. (2) Reactant: OC[C@H](N[C:11](=[O:23])[C@@H:12]([CH3:22])[CH2:13][CH2:14][CH2:15][C:16]1[CH:21]=[CH:20][CH:19]=[CH:18][CH:17]=1)C1C=CC=CC=1.S(=O)(=O)(O)[OH:25]. Product: [CH3:22][C@@H:12]([CH2:13][CH2:14][CH2:15][C:16]1[CH:17]=[CH:18][CH:19]=[CH:20][CH:21]=1)[C:11]([OH:23])=[O:25]. The catalyst class is: 12.